From a dataset of Catalyst prediction with 721,799 reactions and 888 catalyst types from USPTO. Predict which catalyst facilitates the given reaction. (1) Product: [CH2:21]([N:17]1[C:18]2[C:14](=[CH:13][C:12]([N:8]3[CH2:7][C@H:6]([C:4]([NH2:1])=[O:3])[O:10][C:9]3=[O:11])=[CH:20][CH:19]=2)[CH2:15][C:16]1=[O:23])[CH3:22]. Reactant: [NH3:1].C[O:3][C:4]([C@@H:6]1[O:10][C:9](=[O:11])[N:8]([C:12]2[CH:13]=[C:14]3[C:18](=[CH:19][CH:20]=2)[N:17]([CH2:21][CH3:22])[C:16](=[O:23])[CH2:15]3)[CH2:7]1)=O. The catalyst class is: 5. (2) Reactant: [CH3:1][CH:2]([CH3:8])[CH2:3][CH2:4][C:5](Cl)=[O:6].[C:9]1([OH:15])[CH:14]=[CH:13][CH:12]=[CH:11][CH:10]=1. Product: [CH3:1][CH:2]([CH3:8])[CH2:3][CH2:4][C:5]([O:15][C:9]1[CH:14]=[CH:13][CH:12]=[CH:11][CH:10]=1)=[O:6]. The catalyst class is: 6. (3) Reactant: [Cl:1][C:2]1[C:3]([C:13]([F:16])([F:15])[F:14])=[N:4][NH:5][C:6]=1[C:7]1[CH:12]=[CH:11][CH:10]=[CH:9][CH:8]=1.C([O-])([O-])=O.[K+].[K+].Cl[CH2:24][C:25]([N:27]1[CH2:32][CH2:31][N:30]([C:33]2[CH:38]=[CH:37][C:36]([Cl:39])=[CH:35][CH:34]=2)[CH2:29][CH2:28]1)=[O:26].CN(C=O)C. Product: [Cl:39][C:36]1[CH:35]=[CH:34][C:33]([N:30]2[CH2:29][CH2:28][N:27]([C:25](=[O:26])[CH2:24][N:5]3[C:6]([C:7]4[CH:12]=[CH:11][CH:10]=[CH:9][CH:8]=4)=[C:2]([Cl:1])[C:3]([C:13]([F:14])([F:16])[F:15])=[N:4]3)[CH2:32][CH2:31]2)=[CH:38][CH:37]=1. The catalyst class is: 195. (4) Reactant: [F:1][C:2]([F:32])([F:31])[C:3]1[CH:8]=[CH:7][C:6]([C:9]2[C:10]([C:15]([NH:17][C:18]3[CH:27]=[C:26]4[C:21]([CH:22]=[C:23]([C:28]([OH:30])=O)[CH:24]=[N:25]4)=[CH:20][CH:19]=3)=[O:16])=[CH:11][CH:12]=[CH:13][CH:14]=2)=[CH:5][CH:4]=1.[NH2:33][CH:34]([C:41]1[CH:46]=[CH:45][CH:44]=[CH:43][CH:42]=1)[C:35]1[CH:40]=[CH:39][CH:38]=[CH:37][CH:36]=1.Cl.CN(C)CCCN=C=NCC.ON1C2C=CC=CC=2N=N1.C(N(CC)CC)C. Product: [CH:34]([NH:33][C:28]([C:23]1[CH:24]=[N:25][C:26]2[C:21]([CH:22]=1)=[CH:20][CH:19]=[C:18]([NH:17][C:15]([C:10]1[C:9]([C:6]3[CH:7]=[CH:8][C:3]([C:2]([F:31])([F:1])[F:32])=[CH:4][CH:5]=3)=[CH:14][CH:13]=[CH:12][CH:11]=1)=[O:16])[CH:27]=2)=[O:30])([C:41]1[CH:42]=[CH:43][CH:44]=[CH:45][CH:46]=1)[C:35]1[CH:40]=[CH:39][CH:38]=[CH:37][CH:36]=1. The catalyst class is: 4. (5) Reactant: [Cl:1][C:2]1[N:7]=[C:6](S(C)=O)[N:5]=[C:4]2[N:11]([C:16]3[C:21]([F:22])=[CH:20][CH:19]=[CH:18][C:17]=3[F:23])[C:12](=[O:15])[NH:13][CH2:14][C:3]=12.[CH3:24][N:25]([CH3:29])[CH2:26][CH2:27][NH2:28].C(N(CC)CC)C. Product: [Cl:1][C:2]1[N:7]=[C:6]([NH:28][CH2:27][CH2:26][N:25]([CH3:29])[CH3:24])[N:5]=[C:4]2[N:11]([C:16]3[C:21]([F:22])=[CH:20][CH:19]=[CH:18][C:17]=3[F:23])[C:12](=[O:15])[NH:13][CH2:14][C:3]=12. The catalyst class is: 2. (6) Reactant: [H-].[H-].[H-].[H-].[Li+].[Al+3].C([O:10][CH2:11][CH2:12][C@@H:13]([S:18]C(=O)C)[CH2:14][CH2:15][CH2:16][CH3:17])(=O)C. Product: [SH:18][C@@H:13]([CH2:14][CH2:15][CH2:16][CH3:17])[CH2:12][CH2:11][OH:10]. The catalyst class is: 28.